From a dataset of Peptide-MHC class II binding affinity with 134,281 pairs from IEDB. Regression. Given a peptide amino acid sequence and an MHC pseudo amino acid sequence, predict their binding affinity value. This is MHC class II binding data. (1) The peptide sequence is LSPISNMVSMANNHM. The MHC is DRB1_1302 with pseudo-sequence DRB1_1302. The binding affinity (normalized) is 0.393. (2) The peptide sequence is GSRSLTTLLRALGAQ. The MHC is DRB1_0405 with pseudo-sequence DRB1_0405. The binding affinity (normalized) is 0.324. (3) The binding affinity (normalized) is 0.380. The MHC is DRB5_0101 with pseudo-sequence DRB5_0101. The peptide sequence is HMQDKTMVKKWRDVP. (4) The peptide sequence is GCNRLKRMAVSGDDC. The MHC is HLA-DQA10102-DQB10501 with pseudo-sequence HLA-DQA10102-DQB10501. The binding affinity (normalized) is 0.503. (5) The peptide sequence is LNIKLNMPLYIAGNK. The MHC is DRB1_0701 with pseudo-sequence DRB1_0701. The binding affinity (normalized) is 0.408. (6) The peptide sequence is LIGNGGAGGAGGVGA. The MHC is HLA-DQA10101-DQB10501 with pseudo-sequence HLA-DQA10101-DQB10501. The binding affinity (normalized) is 0.0809. (7) The peptide sequence is ALKESWGAIWRIDTP. The MHC is HLA-DPA10103-DPB10301 with pseudo-sequence HLA-DPA10103-DPB10301. The binding affinity (normalized) is 0.